From a dataset of Catalyst prediction with 721,799 reactions and 888 catalyst types from USPTO. Predict which catalyst facilitates the given reaction. (1) Reactant: [C:1]1([C:11]2[CH:16]=[CH:15][CH:14]=[CH:13][CH:12]=2)[CH:6]=[C:5]([CH:7]=O)[CH:4]=[C:3]([CH:9]=O)[CH:2]=1.[NH2:17][CH2:18][CH2:19][CH2:20][NH:21][CH2:22][CH2:23][CH2:24][NH:25][C:26](=[O:32])[O:27][C:28]([CH3:31])([CH3:30])[CH3:29].[BH4-].[Na+].[OH-:35].[Na+]. Product: [C:1]1([C:11]2[CH:16]=[CH:15][CH:14]=[CH:13][CH:12]=2)[CH:6]=[C:5]([CH2:7][NH:17][CH2:18][CH2:19][CH2:20][NH:21][CH2:22][CH2:23][CH2:24][NH:25][C:26](=[O:32])[O:27][C:28]([CH3:29])([CH3:31])[CH3:30])[CH:4]=[C:3]([CH2:9][NH:17][CH2:18][CH2:19][CH2:20][NH:21][CH2:22][CH2:23][CH2:24][NH:25][C:26](=[O:27])[O:35][C:28]([CH3:30])([CH3:29])[CH3:31])[CH:2]=1. The catalyst class is: 513. (2) Reactant: [Cl-].[Ce+3].[Cl-].[Cl-].[CH:5]1([Mg]Cl)[CH2:10][CH2:9][CH2:8][CH2:7][CH2:6]1.[O:13]=[C:14]1[CH2:19][CH2:18][N:17]([C:20]([O:22][C:23]([CH3:26])([CH3:25])[CH3:24])=[O:21])[CH2:16][CH2:15]1.C(O)(=O)C. Product: [CH:5]1([C:14]2([OH:13])[CH2:15][CH2:16][N:17]([C:20]([O:22][C:23]([CH3:25])([CH3:24])[CH3:26])=[O:21])[CH2:18][CH2:19]2)[CH2:10][CH2:9][CH2:8][CH2:7][CH2:6]1. The catalyst class is: 1. (3) Reactant: [OH:1][CH:2]1[CH2:11][C:10]2[C:5](=[CH:6][CH:7]=[CH:8][CH:9]=2)[CH2:4][CH:3]1[N:12]1[CH2:17][CH2:16][CH:15]([C:18]([N:20]([O:22][CH3:23])[CH3:21])=[O:19])[CH2:14][CH2:13]1.N1C=CN=C1.[CH3:29][C:30]([Si:33](Cl)([CH3:35])[CH3:34])([CH3:32])[CH3:31]. Product: [Si:33]([O:1][CH:2]1[CH2:11][C:10]2[C:5](=[CH:6][CH:7]=[CH:8][CH:9]=2)[CH2:4][CH:3]1[N:12]1[CH2:13][CH2:14][CH:15]([C:18]([N:20]([O:22][CH3:23])[CH3:21])=[O:19])[CH2:16][CH2:17]1)([C:30]([CH3:32])([CH3:31])[CH3:29])([CH3:35])[CH3:34]. The catalyst class is: 2. (4) The catalyst class is: 18. Reactant: [C:1]1([C@H:11]([NH2:13])[CH3:12])[C:10]2[C:5](=[CH:6][CH:7]=[CH:8][CH:9]=2)[CH:4]=[CH:3][CH:2]=1.Cl[CH2:15][CH2:16][CH2:17][C:18]#[CH:19].C([O-])([O-])=O.[K+].[K+].[Na+].[I-]. Product: [C:1]1([C@H:11]([NH:13][CH2:19][CH2:18][CH2:17][C:16]#[CH:15])[CH3:12])[C:10]2[C:5](=[CH:6][CH:7]=[CH:8][CH:9]=2)[CH:4]=[CH:3][CH:2]=1. (5) Reactant: C([O:14][C:15]([C:17]1[N:18]2[CH:21]([S:22][CH2:23][C:24]=1[S:25][C:26]1[S:30][N:29]=[N:28][CH:27]=1)[C@H:20]([NH:31][C:32](=[O:62])[C:33]([C:55]1[N:56]=[C:57]([NH2:61])[S:58][C:59]=1[Cl:60])=[N:34][O:35]C(C1C=CC=CC=1)(C1C=CC=CC=1)C1C=CC=CC=1)[C:19]2=[O:63])=[O:16])(C1C=CC=CC=1)C1C=CC=CC=1.C([SiH](CC)CC)C.FC(F)(F)C(O)=O. Product: [NH2:61][C:57]1[S:58][C:59]([Cl:60])=[C:55]([C:33](=[N:34][OH:35])[C:32]([NH:31][C@@H:20]2[C:19](=[O:63])[N:18]3[CH:21]2[S:22][CH2:23][C:24]([S:25][C:26]2[S:30][N:29]=[N:28][CH:27]=2)=[C:17]3[C:15]([OH:16])=[O:14])=[O:62])[N:56]=1. The catalyst class is: 4. (6) Product: [NH2:1][C:2]1[C:12]([Cl:13])=[C:11]([CH2:14][N:17]2[CH2:22][CH2:21][CH2:20][C@@H:19]([NH:23][C:24]([O:25][C:26]([CH3:29])([CH3:28])[CH3:27])=[O:30])[CH2:18]2)[C:10]([CH3:16])=[CH:9][C:3]=1[C:4]([O:6][CH2:7][CH3:8])=[O:5]. Reactant: [NH2:1][C:2]1[C:12]([Cl:13])=[C:11]([CH:14]=O)[C:10]([CH3:16])=[CH:9][C:3]=1[C:4]([O:6][CH2:7][CH3:8])=[O:5].[NH:17]1[CH2:22][CH2:21][CH2:20][C@@H:19]([NH:23][C:24](=[O:30])[O:25][C:26]([CH3:29])([CH3:28])[CH3:27])[CH2:18]1. The catalyst class is: 2. (7) Reactant: [C:1]([O:5][C:6]([N:8]1[CH2:13][CH2:12][C:11](=[CH:14][C:15]2[CH:20]=[CH:19][C:18]([O:21][CH3:22])=[C:17]([F:23])[CH:16]=2)[CH2:10][CH2:9]1)=[O:7])([CH3:4])([CH3:3])[CH3:2].[H][H]. Product: [C:1]([O:5][C:6]([N:8]1[CH2:9][CH2:10][CH:11]([CH2:14][C:15]2[CH:20]=[CH:19][C:18]([O:21][CH3:22])=[C:17]([F:23])[CH:16]=2)[CH2:12][CH2:13]1)=[O:7])([CH3:3])([CH3:4])[CH3:2]. The catalyst class is: 19. (8) Reactant: [CH2:1]([O:8][C:9]([N:11]1[CH2:16][CH2:15][CH:14]([C:17](=[O:20])[CH2:18][CH3:19])[CH2:13][CH2:12]1)=[O:10])[C:2]1[CH:7]=[CH:6][CH:5]=[CH:4][CH:3]=1.[BrH:21].BrBr.C(=O)(O)[O-].[Na+]. Product: [CH2:1]([O:8][C:9]([N:11]1[CH2:16][CH2:15][CH:14]([C:17](=[O:20])[CH:18]([Br:21])[CH3:19])[CH2:13][CH2:12]1)=[O:10])[C:2]1[CH:3]=[CH:4][CH:5]=[CH:6][CH:7]=1. The catalyst class is: 5.